From a dataset of Full USPTO retrosynthesis dataset with 1.9M reactions from patents (1976-2016). Predict the reactants needed to synthesize the given product. Given the product [CH3:16][O:17][C:18]1[CH:23]=[CH:22][CH:21]=[CH:20][C:19]=1[O:3][C:1]([N:13]1[CH2:14][CH2:15][C:11]([CH2:16][O:17][C:18]2[CH:23]=[CH:22][C:21]([C:24]3[CH:25]=[CH:26][C:27]([F:30])=[CH:28][CH:29]=3)=[CH:20][CH:19]=2)([C:9]([O:8][CH2:6][CH3:7])=[O:10])[CH2:12]1)=[O:4], predict the reactants needed to synthesize it. The reactants are: [C:1](=[O:4])([O-:3])O.[Na+].[CH2:6]([O:8][C:9]([C:11]1([CH2:16][O:17][C:18]2[CH:23]=[CH:22][C:21]([C:24]3[CH:29]=[CH:28][C:27]([F:30])=[CH:26][CH:25]=3)=[CH:20][CH:19]=2)[CH2:15][CH2:14][NH:13][CH2:12]1)=[O:10])[CH3:7].